Dataset: Full USPTO retrosynthesis dataset with 1.9M reactions from patents (1976-2016). Task: Predict the reactants needed to synthesize the given product. Given the product [Br:1][C:2]1[CH:3]=[CH:4][C:5]([C:8]2[O:12][N:11]=[C:10]([CH3:13])[C:9]=2[NH:14][CH:24]([CH3:25])[CH2:23][CH2:22][C:18]2[CH:19]=[CH:20][CH:21]=[C:16]([Cl:15])[CH:17]=2)=[CH:6][CH:7]=1, predict the reactants needed to synthesize it. The reactants are: [Br:1][C:2]1[CH:7]=[CH:6][C:5]([C:8]2[O:12][N:11]=[C:10]([CH3:13])[C:9]=2[NH2:14])=[CH:4][CH:3]=1.[Cl:15][C:16]1[CH:17]=[C:18]([CH2:22][CH2:23][C:24](=O)[CH3:25])[CH:19]=[CH:20][CH:21]=1.